Task: Predict the reaction yield, written as a fraction of the theoretical maximum amount of product (1.0 means a 100% yield; for example, 0.34 means a 34% yield).. Dataset: Reaction yield outcomes from USPTO patents with 853,638 reactions (1) The reactants are [NH:1]([CH2:3][C:4]([OH:6])=[O:5])[CH3:2].[CH3:7][CH:8]([CH3:27])[C:9]([O:11][CH:12]([O:16][C:17](ON1C(=O)CCC1=O)=[O:18])[CH:13]([CH3:15])[CH3:14])=[O:10]. No catalyst specified. The product is [CH3:2][N:1]([C:17]([O:16][CH:12]([O:11][C:9](=[O:10])[CH:8]([CH3:27])[CH3:7])[CH:13]([CH3:15])[CH3:14])=[O:18])[CH2:3][C:4]([OH:6])=[O:5]. The yield is 0.550. (2) The reactants are C(OC([N:8]([CH2:16][C@H:17]([C:19]1[CH:24]=[CH:23][N:22]=[C:21]2[O:25][CH2:26][CH2:27][O:28][C:20]=12)[CH3:18])C(=O)OC(C)(C)C)=O)(C)(C)C.[ClH:29].CC(O)C. The catalyst is CCO. The product is [ClH:29].[ClH:29].[O:28]1[C:20]2[C:21](=[N:22][CH:23]=[CH:24][C:19]=2[C@H:17]([CH3:18])[CH2:16][NH2:8])[O:25][CH2:26][CH2:27]1. The yield is 1.00. (3) The reactants are [CH2:1]([S:3]([N:6]1[CH2:11][CH2:10][CH:9]([C:12]2[C:20]3[C:15](=[C:16]([C:35]([NH2:37])=[O:36])[CH:17]=[C:18]([C:21]4[CH:26]=[CH:25][CH:24]=[C:23]([CH2:27][NH:28][C:29](=[O:34])[CH2:30][CH2:31][CH2:32][CH3:33])[CH:22]=4)[CH:19]=3)[NH:14][CH:13]=2)[CH2:8][CH2:7]1)(=[O:5])=[O:4])[CH3:2].CC1(C)C(C)(C)OB(C2C=C(CNC(=O)CCCC)C=CC=2)O1. No catalyst specified. The product is [CH:30]1([C:29]([NH:28][CH2:27][C:23]2[CH:22]=[C:21]([C:18]3[CH:19]=[C:20]4[C:15](=[C:16]([C:35]([NH2:37])=[O:36])[CH:17]=3)[NH:14][CH:13]=[C:12]4[CH:9]3[CH2:8][CH2:7][N:6]([S:3]([CH2:1][CH3:2])(=[O:5])=[O:4])[CH2:11][CH2:10]3)[CH:26]=[CH:25][CH:24]=2)=[O:34])[CH2:33][CH2:32][CH2:31]1. The yield is 0.0800. (4) The reactants are [NH2:1][C:2]1[CH:3]=[C:4]([CH:11]=[CH:12][C:13]=1[CH3:14])[C:5]([NH:7][CH:8]1[CH2:10][CH2:9]1)=[O:6].[C:15]1(C)C=CC(S(O)(=O)=O)=CC=1.[NH2:26][CH:27]([C:30]#[N:31])[C:28]#[N:29].C([O-])(=O)C.[Na+]. The catalyst is C(OCC)(OCC)OCC.O. The product is [NH2:29][C:28]1[N:1]([C:2]2[CH:3]=[C:4]([CH:11]=[CH:12][C:13]=2[CH3:14])[C:5]([NH:7][CH:8]2[CH2:9][CH2:10]2)=[O:6])[CH:15]=[N:26][C:27]=1[C:30]#[N:31]. The yield is 0.300. (5) The reactants are [NH2:1][C:2]1[CH:7]=[CH:6][C:5]([O:8][CH3:9])=[CH:4][C:3]=1[NH:10][C:11]1[C:12]([CH3:21])=[C:13]([CH:18]=[CH:19][CH:20]=1)[C:14]([O:16][CH3:17])=[O:15].[C:22](OC(=O)C)(=O)[CH3:23]. The catalyst is C(O)(=O)C. The product is [CH3:9][O:8][C:5]1[CH:6]=[CH:7][C:2]2[N:1]=[C:22]([CH3:23])[N:10]([C:11]3[C:12]([CH3:21])=[C:13]([CH:18]=[CH:19][CH:20]=3)[C:14]([O:16][CH3:17])=[O:15])[C:3]=2[CH:4]=1. The yield is 0.990. (6) The reactants are C([O:9][CH2:10][C:11]1([CH2:17][F:18])[O:16][CH2:15][CH2:14][CH2:13][O:12]1)(=O)C1C=CC=CC=1.[OH-].[Na+].[Cl-].[NH4+]. The catalyst is CO. The product is [F:18][CH2:17][C:11]1([CH2:10][OH:9])[O:16][CH2:15][CH2:14][CH2:13][O:12]1. The yield is 0.893. (7) The reactants are Br[C:2]1[CH:3]=[CH:4][CH:5]=[C:6]2[C:11]=1[CH:10]=[N:9][CH:8]=[CH:7]2.[Br-].[C:13]([O:17][C:18](=[O:21])[CH2:19][Zn+])([CH3:16])([CH3:15])[CH3:14]. The catalyst is C1COCC1.CC(P(C(C)(C)C)[C-]1C=CC=C1)(C)C.C1C=CC([C-]2C(C3C=CC=CC=3)=C(C3C=CC=CC=3)C(C3C=CC=CC=3)=C2C2C=CC=CC=2)=CC=1.[Fe+2].C1C=CC(/C=C/C(/C=C/C2C=CC=CC=2)=O)=CC=1.C1C=CC(/C=C/C(/C=C/C2C=CC=CC=2)=O)=CC=1.[Pd]. The product is [CH:10]1[C:11]2[C:6](=[CH:5][CH:4]=[CH:3][C:2]=2[CH2:19][C:18]([O:17][C:13]([CH3:16])([CH3:15])[CH3:14])=[O:21])[CH:7]=[CH:8][N:9]=1. The yield is 0.780. (8) The reactants are [F:1][C:2]1[CH:3]=[C:4]([C:8]2[S:9][C:10]([NH:13][CH3:14])=[CH:11][N:12]=2)[CH:5]=[N:6][CH:7]=1.[C:15](Cl)(Cl)=[O:16].[CH3:19][S:20][CH2:21][CH2:22][NH2:23]. The catalyst is ClCCCl.CN(C1C=CN=CC=1)C. The product is [F:1][C:2]1[CH:3]=[C:4]([C:8]2[S:9][C:10]([N:13]([CH3:14])[C:15]([NH:23][CH2:22][CH2:21][S:20][CH3:19])=[O:16])=[CH:11][N:12]=2)[CH:5]=[N:6][CH:7]=1. The yield is 0.810. (9) The reactants are Cl[C:2]1[CH:7]=[C:6]([N:8]2[CH:12]=[C:11]([CH3:13])[N:10]=[CH:9]2)[N:5]=[CH:4][N:3]=1.[NH3:14]. The catalyst is C(O)(C)C. The product is [CH3:13][C:11]1[N:10]=[CH:9][N:8]([C:6]2[N:5]=[CH:4][N:3]=[C:2]([NH2:14])[CH:7]=2)[CH:12]=1. The yield is 0.690.